Dataset: CYP3A4 inhibition data for predicting drug metabolism from PubChem BioAssay. Task: Regression/Classification. Given a drug SMILES string, predict its absorption, distribution, metabolism, or excretion properties. Task type varies by dataset: regression for continuous measurements (e.g., permeability, clearance, half-life) or binary classification for categorical outcomes (e.g., BBB penetration, CYP inhibition). Dataset: cyp3a4_veith. (1) The drug is N[C@H](CCC(=O)NCS(=O)(=O)O)C(=O)O. The result is 0 (non-inhibitor). (2) The result is 0 (non-inhibitor). The molecule is C/C(=N/Nc1nc(C)cc(=O)[nH]1)C(=O)O. (3) The compound is Cc1noc(C)c1C(=O)N1CCC[C@@]2(CCN(C(=O)Nc3cccc(F)c3)C2)C1. The result is 1 (inhibitor). (4) The compound is COc1ccc(C(=O)N2CCC3(CCCN(C)C3)CC2)cc1. The result is 0 (non-inhibitor). (5) The compound is O=C(NCCc1ccc(O)cc1)c1ccc(Cl)cc1. The result is 0 (non-inhibitor). (6) The drug is CCOC(=O)c1sc2nc(CC(=O)OC)nc(NCc3ccc(F)cc3)c2c1C. The result is 1 (inhibitor).